Dataset: Catalyst prediction with 721,799 reactions and 888 catalyst types from USPTO. Task: Predict which catalyst facilitates the given reaction. Reactant: [CH3:1][C:2]1([CH3:24])[CH2:7][CH2:6][N:5]([CH2:8][CH2:9][C:10]([NH:13][C:14](=[O:23])[O:15][CH2:16][C:17]2[CH:22]=[CH:21][CH:20]=[CH:19][CH:18]=2)([CH3:12])[CH3:11])[CH2:4][CH2:3]1.[CH3:25][I:26]. Product: [I-:26].[CH2:16]([O:15][C:14]([NH:13][C:10]([CH3:11])([CH3:12])[CH2:9][CH2:8][N+:5]1([CH3:25])[CH2:6][CH2:7][C:2]([CH3:24])([CH3:1])[CH2:3][CH2:4]1)=[O:23])[C:17]1[CH:22]=[CH:21][CH:20]=[CH:19][CH:18]=1. The catalyst class is: 8.